From a dataset of Catalyst prediction with 721,799 reactions and 888 catalyst types from USPTO. Predict which catalyst facilitates the given reaction. (1) Reactant: C[Si]([N-:5][Si](C)(C)C)(C)C.[Li+].[CH3:11][C:12]1[C:19]([CH3:20])=[CH:18][CH:17]=[CH:16][C:13]=1[CH:14]=O.C([O-])([O-])=O.[K+].[K+].O.O1C[CH2:31][CH2:30][CH2:29]1. Product: [CH3:11][C:12]1[C:19]([CH3:20])=[CH:18][CH:17]=[CH:16][C:13]=1[CH:14]([NH2:5])[CH2:29][C:30]#[CH:31]. The catalyst class is: 310. (2) Reactant: [OH:1][C:2]1([CH2:15][CH2:16][CH:17]([CH3:19])[CH3:18])[C:11]2[C:6](=[CH:7][CH:8]=[CH:9][CH:10]=2)[C:5]([O:12][CH3:13])=[CH:4][C:3]1=[O:14].[H-].[Na+].[CH3:22]I. Product: [CH3:22][O:1][C:2]1([CH2:15][CH2:16][CH:17]([CH3:19])[CH3:18])[C:11]2[C:6](=[CH:7][CH:8]=[CH:9][CH:10]=2)[C:5]([O:12][CH3:13])=[CH:4][C:3]1=[O:14]. The catalyst class is: 9. (3) Reactant: [CH2:1]([O:8][C:9]1[CH:14]=[C:13]([NH:15][C:16]2[N:21]=[C:20]([N:22]3[CH2:27][C@@H:26]([NH:28][C:29]([O:31][C:32]([CH3:35])([CH3:34])[CH3:33])=[O:30])[CH2:25][C@@H:24]([NH:36][C:37]([O:39][C:40]([CH3:43])([CH3:42])[CH3:41])=[O:38])[CH2:23]3)[N:19]=[C:18]([N:44]3[CH2:49][C@@H:48]([NH:50][C:51]([O:53][C:54]([CH3:57])([CH3:56])[CH3:55])=[O:52])[CH2:47][C@@H:46]([NH:58][C:59]([O:61][C:62]([CH3:65])([CH3:64])[CH3:63])=[O:60])[CH2:45]3)[N:17]=2)[CH:12]=[CH:11][C:10]=1[NH2:66])[C:2]1[CH:7]=[CH:6][CH:5]=[CH:4][CH:3]=1.[Cl:67][C:68]1[CH:79]=[CH:78][C:71]2[C:72](=O)[O:73]C(=O)[O:75][C:70]=2[CH:69]=1. Product: [CH2:1]([O:8][C:9]1[CH:14]=[C:13]([NH:15][C:16]2[N:21]=[C:20]([N:22]3[CH2:27][C@@H:26]([NH:28][C:29]([O:31][C:32]([CH3:33])([CH3:34])[CH3:35])=[O:30])[CH2:25][C@@H:24]([NH:36][C:37]([O:39][C:40]([CH3:43])([CH3:42])[CH3:41])=[O:38])[CH2:23]3)[N:19]=[C:18]([N:44]3[CH2:45][C@@H:46]([NH:58][C:59]([O:61][C:62]([CH3:65])([CH3:64])[CH3:63])=[O:60])[CH2:47][C@@H:48]([NH:50][C:51]([O:53][C:54]([CH3:57])([CH3:56])[CH3:55])=[O:52])[CH2:49]3)[N:17]=2)[CH:12]=[CH:11][C:10]=1[NH:66][C:72](=[O:73])[C:71]1[CH:78]=[CH:79][C:68]([Cl:67])=[CH:69][C:70]=1[OH:75])[C:2]1[CH:3]=[CH:4][CH:5]=[CH:6][CH:7]=1. The catalyst class is: 296. (4) Product: [CH3:7][O:8][C:9]([C:10]1[CH:15]=[C:14]([N+:16]([O-:18])=[O:17])[C:13]2[NH:1][C:2]([CH3:6])([CH3:5])[CH2:3][O:4][C:12]=2[CH:11]=1)=[O:23]. Reactant: [NH2:1][C:2]([CH3:6])([CH3:5])[CH2:3][OH:4].[CH3:7][O:8][C:9](=[O:23])[C:10]1[CH:15]=[C:14]([N+:16]([O-:18])=[O:17])[C:13](Cl)=[C:12]([N+]([O-])=O)[CH:11]=1.C[O-].[Na+]. The catalyst class is: 5. (5) Reactant: [C:1]([O:5][C:6](=[O:29])[NH:7][CH:8]([CH2:25][CH:26]([CH3:28])[CH3:27])[CH2:9][O:10][C:11]1[CH:12]=[CH:13][C:14]2[C:24]3[C:19](=[CH:20][N:21]=[CH:22][CH:23]=3)[CH2:18][O:17][C:15]=2[CH:16]=1)([CH3:4])([CH3:3])[CH3:2].C1C(=O)N([Br:37])C(=O)C1. Product: [Br:37][C:12]1[C:11]([O:10][CH2:9][C@@H:8]([NH:7][C:6](=[O:29])[O:5][C:1]([CH3:4])([CH3:3])[CH3:2])[CH2:25][CH:26]([CH3:27])[CH3:28])=[CH:16][C:15]2[O:17][CH2:18][C:19]3[C:24]([C:14]=2[CH:13]=1)=[CH:23][CH:22]=[N:21][CH:20]=3. The catalyst class is: 10. (6) Reactant: [Cl:1][C:2]1[CH:7]=[CH:6][C:5]([N+:8]([O-])=O)=[CH:4][C:3]=1[CH2:11][OH:12].O.[Sn](Cl)Cl.[OH-].[Na+]. Product: [NH2:8][C:5]1[CH:6]=[CH:7][C:2]([Cl:1])=[C:3]([CH2:11][OH:12])[CH:4]=1. The catalyst class is: 25. (7) Reactant: [CH3:1][NH2:2].Cl[C:4]1[CH:13]=[CH:12][C:7]([C:8]([O:10][CH3:11])=[O:9])=[CH:6][C:5]=1[N+:14]([O-:16])=[O:15]. Product: [CH3:1][NH:2][C:4]1[CH:13]=[CH:12][C:7]([C:8]([O:10][CH3:11])=[O:9])=[CH:6][C:5]=1[N+:14]([O-:16])=[O:15]. The catalyst class is: 9.